From a dataset of Full USPTO retrosynthesis dataset with 1.9M reactions from patents (1976-2016). Predict the reactants needed to synthesize the given product. (1) Given the product [O:1]=[C:2]1[N:8]([CH:9]2[CH2:10][CH2:11][N:12]([C:15]([O:17][C@H:18]([CH2:19][C:20]3[CH:25]=[C:24]([C:26]([F:27])([F:29])[F:28])[C:23]([NH2:30])=[C:22]([Cl:31])[CH:21]=3)[C:32]([N:39]3[CH2:40][CH2:41][CH:42]([N:45]4[CH2:49][CH2:48][CH2:47][C@H:46]4[C:50]([O:52][CH3:53])=[O:51])[CH2:43][CH2:44]3)=[O:34])=[O:16])[CH2:13][CH2:14]2)[CH2:7][CH2:6][C:5]2[CH:35]=[CH:36][CH:37]=[CH:38][C:4]=2[NH:3]1, predict the reactants needed to synthesize it. The reactants are: [O:1]=[C:2]1[N:8]([CH:9]2[CH2:14][CH2:13][N:12]([C:15]([O:17][C@@H:18]([C:32]([OH:34])=O)[CH2:19][C:20]3[CH:25]=[C:24]([C:26]([F:29])([F:28])[F:27])[C:23]([NH2:30])=[C:22]([Cl:31])[CH:21]=3)=[O:16])[CH2:11][CH2:10]2)[CH2:7][CH2:6][C:5]2[CH:35]=[CH:36][CH:37]=[CH:38][C:4]=2[NH:3]1.[NH:39]1[CH2:44][CH2:43][CH:42]([N:45]2[CH2:49][CH2:48][CH2:47][C@H:46]2[C:50]([O:52][CH3:53])=[O:51])[CH2:41][CH2:40]1. (2) Given the product [CH:1]1([C:4]2[C:5]([O:18][CH2:19][C:20]3([CH3:28])[CH2:27][CH2:26][C:23]4([CH2:24][CH2:25]4)[CH2:22][CH2:21]3)=[CH:6][C:7]([F:17])=[C:8]([CH:16]=2)[C:9]([OH:11])=[O:10])[CH2:2][CH2:3]1, predict the reactants needed to synthesize it. The reactants are: [CH:1]1([C:4]2[C:5]([O:18][CH2:19][C:20]3([CH3:28])[CH2:27][CH2:26][C:23]4([CH2:25][CH2:24]4)[CH2:22][CH2:21]3)=[CH:6][C:7]([F:17])=[C:8]([CH:16]=2)[C:9]([O:11]C(C)(C)C)=[O:10])[CH2:3][CH2:2]1.C1(OC)C=CC=CC=1.FC(F)(F)C(O)=O. (3) Given the product [O:41]=[C:33]1[C:34]2[C:39](=[CH:38][CH:37]=[CH:36][CH:35]=2)[CH2:40][N:32]1[CH2:31][CH:28]1[CH2:29][CH2:30][N:25]([C:24](=[O:42])[CH2:23][CH2:22][C@H:17]([NH:16][C:14](=[O:15])[C@@H:13]2[CH2:43][CH2:44][CH2:45][N:12]2[S:9]([C:4]2[CH:3]=[C:2]([Cl:1])[CH:7]=[C:6]([Cl:8])[CH:5]=2)(=[O:10])=[O:11])[C:18]([OH:20])=[O:19])[CH2:26][CH2:27]1, predict the reactants needed to synthesize it. The reactants are: [Cl:1][C:2]1[CH:3]=[C:4]([S:9]([N:12]2[CH2:45][CH2:44][CH2:43][C@H:13]2[C:14]([NH:16][C@@H:17]([CH2:22][CH2:23][C:24](=[O:42])[N:25]2[CH2:30][CH2:29][CH:28]([CH2:31][N:32]3[CH2:40][C:39]4[C:34](=[CH:35][CH:36]=[CH:37][CH:38]=4)[C:33]3=[O:41])[CH2:27][CH2:26]2)[C:18]([O:20]C)=[O:19])=[O:15])(=[O:11])=[O:10])[CH:5]=[C:6]([Cl:8])[CH:7]=1.O[Li].O. (4) Given the product [C:16]([O:20][C:21](=[O:22])[NH:1][CH2:2][CH:3]1[CH2:4][CH2:5][NH:6][CH2:7][CH2:8]1)([CH3:19])([CH3:18])[CH3:17], predict the reactants needed to synthesize it. The reactants are: [NH2:1][CH2:2][CH:3]1[CH2:8][CH2:7][N:6](CC2C=CC=CC=2)[CH2:5][CH2:4]1.[C:16]([O:20][C:21](O[C:21]([O:20][C:16]([CH3:19])([CH3:18])[CH3:17])=[O:22])=[O:22])([CH3:19])([CH3:18])[CH3:17].C(=O)([O-])[O-].[K+].[K+]. (5) Given the product [CH2:1]([O:3][C:4](=[O:23])[CH2:5][CH2:6][C:7]1[CH:12]=[CH:11][CH:10]=[C:9]([NH:13][C:14]([C:16]2[CH:21]=[CH:20][CH:19]=[C:18]([C:24]3[CH:29]=[CH:28][CH:27]=[CH:26][CH:25]=3)[N:17]=2)=[O:15])[CH:8]=1)[CH3:2], predict the reactants needed to synthesize it. The reactants are: [CH2:1]([O:3][C:4](=[O:23])[CH2:5][CH2:6][C:7]1[CH:12]=[CH:11][CH:10]=[C:9]([NH:13][C:14]([C:16]2[CH:21]=[CH:20][CH:19]=[C:18](Br)[N:17]=2)=[O:15])[CH:8]=1)[CH3:2].[C:24]1(B(O)O)[CH:29]=[CH:28][CH:27]=[CH:26][CH:25]=1. (6) Given the product [CH3:22][O:23][C:12]1[CH:13]=[C:18]([CH2:17][CH2:16][C:19]2[C:18]3[C:13](=[CH:14][CH:15]=[CH:16][CH:17]=3)[C:12](=[O:21])[NH:11][CH:20]=2)[CH:19]=[CH:20][N:11]=1, predict the reactants needed to synthesize it. The reactants are: COC1C=C(C=C[N:11]2[CH:20]=[CH:19][C:18]3[C:13](=[CH:14][CH:15]=[CH:16][CH:17]=3)[C:12]2=[O:21])C=CN=1.[CH3:22][OH:23]. (7) Given the product [Cl:22][C:23]1[CH:28]=[CH:27][C:26]([C:29]([C:35]2[CH:40]=[CH:39][C:38]([C:41]3[CH:45]=[N:44][NH:43][CH:42]=3)=[CH:37][CH:36]=2)([OH:34])[CH2:30][NH:31][CH3:32])=[CH:25][CH:24]=1, predict the reactants needed to synthesize it. The reactants are: ClC1C=CC(C(C2C=CC(I)=CC=2)(O)CNCCO)=CC=1.[Cl:22][C:23]1[CH:28]=[CH:27][C:26]([C:29]2([C:35]3[CH:40]=[CH:39][C:38]([C:41]4[CH:42]=[N:43][NH:44][CH:45]=4)=[CH:37][CH:36]=3)[O:34]C[CH2:32][NH:31][CH2:30]2)=[CH:25][CH:24]=1.CN.